Dataset: Forward reaction prediction with 1.9M reactions from USPTO patents (1976-2016). Task: Predict the product of the given reaction. Given the reactants [OH:1][C:2]1[CH:15]=[CH:14][CH:13]=[CH:12][C:3]=1[C:4]([NH:6][C:7]1[S:8][CH:9]=[CH:10][N:11]=1)=[O:5].C(N(CC)CC)C.[CH3:23][S:24](Cl)(=[O:26])=[O:25], predict the reaction product. The product is: [CH3:23][S:24]([O:1][C:2]1[CH:15]=[CH:14][CH:13]=[CH:12][C:3]=1[C:4](=[O:5])[NH:6][C:7]1[S:8][CH:9]=[CH:10][N:11]=1)(=[O:26])=[O:25].